Dataset: Forward reaction prediction with 1.9M reactions from USPTO patents (1976-2016). Task: Predict the product of the given reaction. (1) Given the reactants Cl[CH2:2][CH2:3][N:4]([CH2:19][CH2:20]Cl)[C:5]1[C:6]([CH3:18])=[C:7]([CH3:17])[C:8]2[O:12][C:11]([CH3:14])([CH3:13])[CH2:10][C:9]=2[C:15]=1[CH3:16].[CH3:22][N:23]1[C:27]([NH2:28])=[CH:26][CH:25]=[N:24]1, predict the reaction product. The product is: [CH3:22][N:23]1[C:27]([N:28]2[CH2:20][CH2:19][N:4]([C:5]3[C:6]([CH3:18])=[C:7]([CH3:17])[C:8]4[O:12][C:11]([CH3:14])([CH3:13])[CH2:10][C:9]=4[C:15]=3[CH3:16])[CH2:3][CH2:2]2)=[CH:26][CH:25]=[N:24]1. (2) The product is: [CH3:1][O:2][C:3]1[CH:4]=[C:5]([CH:6]=[CH:14][C:15]([OH:17])=[O:16])[CH:8]=[CH:9][C:10]=1[O:11][CH3:12]. Given the reactants [CH3:1][O:2][C:3]1[CH:4]=[C:5]([CH:8]=[CH:9][C:10]=1[O:11][CH3:12])[CH:6]=O.C(O)(=O)[CH2:14][C:15]([OH:17])=[O:16].N1CCCCC1.Cl, predict the reaction product. (3) Given the reactants [CH3:1][CH:2]([C:8]([C:10]([F:13])([F:12])[F:11])=O)[C:3]([O:5][CH2:6][CH3:7])=[O:4].C([O-])(=O)C.[NH4+:18], predict the reaction product. The product is: [CH2:6]([O:5][C:3](=[O:4])[C:2]([CH3:1])=[C:8]([NH2:18])[C:10]([F:13])([F:12])[F:11])[CH3:7]. (4) Given the reactants C(OC([N:8]1[CH2:13][C:12]([CH3:15])([CH3:14])[N:11]([CH2:16][C:17]2[CH:22]=[C:21]([C:23]3[CH:28]=[CH:27][C:26]([OH:29])=[CH:25][CH:24]=3)[N:20]=[C:19]3[N:30](C4CCCCO4)[N:31]=[C:32]([CH3:33])[C:18]=23)[CH2:10][C:9]1([CH2:41][CH3:42])[CH3:40])=O)(C)(C)C.Cl, predict the reaction product. The product is: [CH2:41]([C:9]1([CH3:40])[CH2:10][N:11]([CH2:16][C:17]2[CH:22]=[C:21]([C:23]3[CH:24]=[CH:25][C:26]([OH:29])=[CH:27][CH:28]=3)[N:20]=[C:19]3[NH:30][N:31]=[C:32]([CH3:33])[C:18]=23)[C:12]([CH3:15])([CH3:14])[CH2:13][NH:8]1)[CH3:42].